The task is: Predict the reaction yield, written as a fraction of the theoretical maximum amount of product (1.0 means a 100% yield; for example, 0.34 means a 34% yield).. This data is from Reaction yield outcomes from USPTO patents with 853,638 reactions. The reactants are C([O:3][C:4]([C:6]1[NH:7][C:8]2[C:13]([C:14]=1[C:15]1[CH:20]=[CH:19][CH:18]=[CH:17][C:16]=1[CH3:21])=[CH:12][C:11]([NH:22][S:23]([C:26]1[CH:31]=[CH:30][C:29]([C:32]([CH3:35])([CH3:34])[CH3:33])=[CH:28][CH:27]=1)(=[O:25])=[O:24])=[CH:10][CH:9]=2)=[O:5])C.[OH-].[Na+]. The catalyst is C(O)C.O. The product is [C:32]([C:29]1[CH:28]=[CH:27][C:26]([S:23]([NH:22][C:11]2[CH:12]=[C:13]3[C:8](=[CH:9][CH:10]=2)[NH:7][C:6]([C:4]([OH:5])=[O:3])=[C:14]3[C:15]2[CH:20]=[CH:19][CH:18]=[CH:17][C:16]=2[CH3:21])(=[O:25])=[O:24])=[CH:31][CH:30]=1)([CH3:35])([CH3:34])[CH3:33]. The yield is 1.00.